From a dataset of Forward reaction prediction with 1.9M reactions from USPTO patents (1976-2016). Predict the product of the given reaction. (1) The product is: [CH:1]([N:4]([CH2:18][C:19]1[CH:35]=[CH:34][CH:33]=[CH:32][C:20]=1[O:21][CH2:22][CH2:23][CH2:24][CH2:25][CH2:26][C:27]([OH:29])=[O:28])[C:5](=[O:17])[C:6]1[CH:7]=[CH:8][C:9]([N:12]2[CH2:16][CH2:15][CH2:14][CH2:13]2)=[CH:10][CH:11]=1)([CH3:3])[CH3:2]. Given the reactants [CH:1]([N:4]([CH2:18][C:19]1[CH:35]=[CH:34][CH:33]=[CH:32][C:20]=1[O:21][CH2:22][CH2:23][CH2:24][CH2:25][CH2:26][C:27]([O:29]CC)=[O:28])[C:5](=[O:17])[C:6]1[CH:11]=[CH:10][C:9]([N:12]2[CH2:16][CH2:15][CH2:14][CH2:13]2)=[CH:8][CH:7]=1)([CH3:3])[CH3:2].O.[OH-].[Li+].Cl, predict the reaction product. (2) Given the reactants [F:1][C:2]1[CH:32]=[CH:31][CH:30]=[C:29]([O:33][CH3:34])[C:3]=1[C:4]([N:6](C)[C:7]1[C:8]([C:18]2[NH:19][C:20]([CH3:27])=[C:21]([C:23]([F:26])([F:25])[F:24])[N:22]=2)=[N:9][N:10](C2CCCCO2)[CH:11]=1)=[O:5].C1(C)C(S(O)(=O)=O)=CC=CC=1, predict the reaction product. The product is: [F:1][C:2]1[CH:32]=[CH:31][CH:30]=[C:29]([O:33][CH3:34])[C:3]=1[C:4]([NH:6][C:7]1[C:8]([C:18]2[NH:19][C:20]([CH3:27])=[C:21]([C:23]([F:25])([F:26])[F:24])[N:22]=2)=[N:9][NH:10][CH:11]=1)=[O:5]. (3) Given the reactants [F:1][C:2]1[CH:7]=[C:6](I)[CH:5]=[CH:4][C:3]=1[N:9]1[CH:14]=[C:13]([O:15][CH3:16])[C:12](=[O:17])[C:11]([C:18]2[N:22]([C:23]3[CH:28]=[CH:27][CH:26]=[CH:25][CH:24]=3)[N:21]=[CH:20][CH:19]=2)=[N:10]1.Cl.[F:30][C:31]1([F:37])[CH2:36][CH2:35][CH2:34][NH:33][CH2:32]1.O(C(C)(C)C)[Na].CC1(C)C2C(=C(P(C3C=CC=CC=3)C3C=CC=CC=3)C=CC=2)OC2C(P(C3C=CC=CC=3)C3C=CC=CC=3)=CC=CC1=2, predict the reaction product. The product is: [F:30][C:31]1([F:37])[CH2:36][CH2:35][CH2:34][N:33]([C:6]2[CH:5]=[CH:4][C:3]([N:9]3[CH:14]=[C:13]([O:15][CH3:16])[C:12](=[O:17])[C:11]([C:18]4[N:22]([C:23]5[CH:28]=[CH:27][CH:26]=[CH:25][CH:24]=5)[N:21]=[CH:20][CH:19]=4)=[N:10]3)=[C:2]([F:1])[CH:7]=2)[CH2:32]1. (4) Given the reactants [Si:1]([O:8][C@@H:9]([CH3:12])[CH2:10][OH:11])([C:4]([CH3:7])([CH3:6])[CH3:5])([CH3:3])[CH3:2].C1(P(C2C=CC=CC=2)C2C=CC=CC=2)C=CC=CC=1.O[N:33]1[C:37](=[O:38])[C:36]2=[CH:39][CH:40]=[CH:41][CH:42]=[C:35]2[C:34]1=[O:43].CC(OC(/N=N/C(OC(C)C)=O)=O)C, predict the reaction product. The product is: [Si:1]([O:8][C@@H:9]([CH3:12])[CH2:10][O:11][N:33]1[C:37](=[O:38])[C:36]2[C:35](=[CH:42][CH:41]=[CH:40][CH:39]=2)[C:34]1=[O:43])([C:4]([CH3:7])([CH3:6])[CH3:5])([CH3:3])[CH3:2]. (5) Given the reactants [CH3:1][O:2][CH2:3][CH2:4][NH:5][C:6]1[CH:14]=[C:13]([C:15]([F:18])([F:17])[F:16])[CH:12]=[CH:11][C:7]=1[C:8]([OH:10])=O.CCN=C=NCCCN(C)C.C1C=CC2N(O)N=NC=2C=1.CCN(C(C)C)C(C)C.[CH3:49][C:50]([NH2:54])([C:52]#[CH:53])[CH3:51], predict the reaction product. The product is: [CH3:1][O:2][CH2:3][CH2:4][NH:5][C:6]1[CH:14]=[C:13]([C:15]([F:18])([F:17])[F:16])[CH:12]=[CH:11][C:7]=1[C:8]([NH:54][C:50]([CH3:51])([C:52]#[CH:53])[CH3:49])=[O:10]. (6) Given the reactants [NH2:1][C:2]1[CH:12]=[CH:11][C:10]([S:13]([C:16]2[CH:21]=[CH:20][C:19]([CH2:22][CH2:23][N:24]([C:41]([O:43][C:44]([CH3:47])([CH3:46])[CH3:45])=[O:42])[CH2:25][C@@H:26]([C:34]3[CH:39]=[CH:38][CH:37]=[C:36]([Cl:40])[CH:35]=3)[O:27][CH:28]3[CH2:33][CH2:32][CH2:31][CH2:30][O:29]3)=[CH:18][CH:17]=2)(=[O:15])=[O:14])=[CH:9][C:3]=1[C:4]([O:6]CC)=[O:5].[OH-].[Na+].Cl, predict the reaction product. The product is: [NH2:1][C:2]1[CH:12]=[CH:11][C:10]([S:13]([C:16]2[CH:17]=[CH:18][C:19]([CH2:22][CH2:23][N:24]([C:41]([O:43][C:44]([CH3:47])([CH3:46])[CH3:45])=[O:42])[CH2:25][C@@H:26]([C:34]3[CH:39]=[CH:38][CH:37]=[C:36]([Cl:40])[CH:35]=3)[O:27][CH:28]3[CH2:33][CH2:32][CH2:31][CH2:30][O:29]3)=[CH:20][CH:21]=2)(=[O:15])=[O:14])=[CH:9][C:3]=1[C:4]([OH:6])=[O:5]. (7) Given the reactants [C:1]([N:4]1[C:12]2[C:7](=[CH:8][C:9]([Br:13])=[CH:10][CH:11]=2)[CH2:6][CH2:5]1)(=[O:3])[CH3:2].[Cl:14]N1C(=O)CCC1=O, predict the reaction product. The product is: [C:1]([N:4]1[C:12]2[C:7](=[CH:8][C:9]([Br:13])=[CH:10][C:11]=2[Cl:14])[CH2:6][CH2:5]1)(=[O:3])[CH3:2]. (8) Given the reactants Cl.[Cl:2][C:3]1[CH:4]=[C:5]2[C:9](=[CH:10][CH:11]=1)[NH:8][CH:7]=[C:6]2[CH2:12][CH2:13][NH2:14].[CH:15]1([CH2:21][N:22]2[CH2:26][CH2:25][CH:24]([C:27](O)=[O:28])[C:23]2=[O:30])[CH2:20][CH2:19][CH2:18][CH2:17][CH2:16]1.C1CN([P+](ON2N=NC3C=CC=CC2=3)(N2CCCC2)N2CCCC2)CC1.F[P-](F)(F)(F)(F)F.C(N(CC)C(C)C)(C)C, predict the reaction product. The product is: [Cl:2][C:3]1[CH:4]=[C:5]2[C:9](=[CH:10][CH:11]=1)[NH:8][CH:7]=[C:6]2[CH2:12][CH2:13][NH:14][C:27]([CH:24]1[CH2:25][CH2:26][N:22]([CH2:21][CH:15]2[CH2:16][CH2:17][CH2:18][CH2:19][CH2:20]2)[C:23]1=[O:30])=[O:28]. (9) Given the reactants FC(F)(F)S(O[C:7]1[CH:24]=[C:23]([O:25][CH3:26])[CH:22]=[C:21]2[C:8]=1[C@@:9]1([CH3:30])[C@H:18]([CH2:19][S:20]2)[C@:17]2([CH3:27])[C@H:12]([C:13]([CH3:29])([CH3:28])[CH2:14][CH2:15][CH2:16]2)[CH2:11][CH2:10]1)(=O)=O.[CH3:33]B1OB(C)OB(C)O1.[O-]P([O-])([O-])=O.[K+].[K+].[K+], predict the reaction product. The product is: [CH3:26][O:25][C:23]1[CH:22]=[C:21]2[C:8]([C@@:9]3([CH3:30])[C@H:18]([CH2:19][S:20]2)[C@:17]2([CH3:27])[C@H:12]([C:13]([CH3:29])([CH3:28])[CH2:14][CH2:15][CH2:16]2)[CH2:11][CH2:10]3)=[C:7]([CH3:33])[CH:24]=1.